Dataset: Full USPTO retrosynthesis dataset with 1.9M reactions from patents (1976-2016). Task: Predict the reactants needed to synthesize the given product. (1) The reactants are: [CH3:1][O:2][C:3]1[C:4]([N+:15]([O-:17])=[O:16])=[CH:5][C:6]2[CH2:12][CH2:11][C:10](=O)[CH2:9][CH2:8][C:7]=2[CH:14]=1.[CH3:18][O:19][CH2:20][CH2:21][NH2:22]. Given the product [CH3:18][O:19][CH2:20][CH2:21][NH:22][CH:10]1[CH2:9][CH2:8][C:7]2[CH:14]=[C:3]([O:2][CH3:1])[C:4]([N+:15]([O-:17])=[O:16])=[CH:5][C:6]=2[CH2:12][CH2:11]1, predict the reactants needed to synthesize it. (2) Given the product [CH3:2][O:3][C:4]1[CH:5]=[C:6]([CH2:10][S:11]([Cl:16])(=[O:14])=[O:12])[CH:7]=[CH:8][CH:9]=1, predict the reactants needed to synthesize it. The reactants are: [Na+].[CH3:2][O:3][C:4]1[CH:5]=[C:6]([CH2:10][S:11]([O-:14])(=O)=[O:12])[CH:7]=[CH:8][CH:9]=1.C(Cl)[Cl:16]. (3) The reactants are: P(C(C)(C)C)(C(C)(C)C)C(C)(C)C.Br[C:15]1[CH:31]=[CH:30][C:18]2[N:19]([CH:24]3[CH2:28][CH2:27][N:26]([CH3:29])[CH2:25]3)[CH2:20][CH2:21][CH2:22][CH2:23][C:17]=2[CH:16]=1.[Li+].C[Si]([N-:37][Si](C)(C)C)(C)C.Cl.[OH-].[Na+]. Given the product [CH3:29][N:26]1[CH2:27][CH2:28][CH:24]([N:19]2[CH2:20][CH2:21][CH2:22][CH2:23][C:17]3[CH:16]=[C:15]([NH2:37])[CH:31]=[CH:30][C:18]2=3)[CH2:25]1, predict the reactants needed to synthesize it. (4) Given the product [CH3:1][O:2][C:3](=[O:22])[CH2:4][O:5][C:6]1[CH:11]=[CH:10][C:9]([NH:12][CH3:13])=[CH:8][C:7]=1[CH3:21], predict the reactants needed to synthesize it. The reactants are: [CH3:1][O:2][C:3](=[O:22])[CH2:4][O:5][C:6]1[CH:11]=[CH:10][C:9]([N:12](C(OC(C)(C)C)=O)[CH3:13])=[CH:8][C:7]=1[CH3:21].C(O)(C(F)(F)F)=O. (5) Given the product [CH3:1][O:2][C:3]1[CH:4]=[C:5]2[C:10](=[CH:11][C:12]=1[O:13][CH3:14])[N:9]=[C:8]([C:15]1[CH:16]=[CH:17][C:18]([F:21])=[CH:19][CH:20]=1)[N:7]=[C:6]2[C:22]([N:32]1[CH2:31][CH2:30][C:29]2[C:34](=[CH:35][C:36]([O:38][CH3:39])=[CH:37][C:28]=2[O:27][CH3:26])[CH2:33]1)=[O:23], predict the reactants needed to synthesize it. The reactants are: [CH3:1][O:2][C:3]1[CH:4]=[C:5]2[C:10](=[CH:11][C:12]=1[O:13][CH3:14])[N:9]=[C:8]([C:15]1[CH:20]=[CH:19][C:18]([F:21])=[CH:17][CH:16]=1)[N:7]=[C:6]2[C:22](O)=[O:23].Cl.[CH3:26][O:27][C:28]1[CH:37]=[C:36]([O:38][CH3:39])[CH:35]=[C:34]2[C:29]=1[CH2:30][CH2:31][NH:32][CH2:33]2. (6) Given the product [OH:1][CH:2]1[CH2:5][C:4]([CH2:28][C:29]#[N:30])([N:6]2[CH:10]=[C:9]([C:11]3[C:12]4[CH:19]=[CH:18][NH:17][C:13]=4[N:14]=[CH:15][N:16]=3)[CH:8]=[N:7]2)[CH2:3]1, predict the reactants needed to synthesize it. The reactants are: [OH:1][CH:2]1[CH2:5][C:4]([CH2:28][C:29]#[N:30])([N:6]2[CH:10]=[C:9]([C:11]3[C:12]4[CH:19]=[CH:18][N:17](COCC[Si](C)(C)C)[C:13]=4[N:14]=[CH:15][N:16]=3)[CH:8]=[N:7]2)[CH2:3]1.FC(F)(F)C(O)=O.C(N)CN. (7) Given the product [C:9]([O:13][C:14]([N:16]1[CH2:22][CH2:21][CH2:20][N:19]([C:23]2[N:31]([CH2:32][C:33]3[CH:34]=[CH:35][CH:36]=[CH:37][CH:38]=3)[C:30]3[C:29](=[O:39])[N:28]([CH2:40][C:41]4[C:50]5[C:45](=[CH:46][CH:47]=[CH:48][CH:49]=5)[CH:44]=[CH:43][N:42]=4)[C:27](=[O:51])[N:26]([CH3:52])[C:25]=3[C:24]=2[C:53](=[O:2])[NH2:54])[CH2:18][CH2:17]1)=[O:15])([CH3:12])([CH3:10])[CH3:11], predict the reactants needed to synthesize it. The reactants are: C(=O)([O-])[O-:2].[K+].[K+].OO.[C:9]([O:13][C:14]([N:16]1[CH2:22][CH2:21][CH2:20][N:19]([C:23]2[N:31]([CH2:32][C:33]3[CH:38]=[CH:37][CH:36]=[CH:35][CH:34]=3)[C:30]3[C:29](=[O:39])[N:28]([CH2:40][C:41]4[C:50]5[C:45](=[CH:46][CH:47]=[CH:48][CH:49]=5)[CH:44]=[CH:43][N:42]=4)[C:27](=[O:51])[N:26]([CH3:52])[C:25]=3[C:24]=2[C:53]#[N:54])[CH2:18][CH2:17]1)=[O:15])([CH3:12])([CH3:11])[CH3:10]. (8) Given the product [OH:11][N:10]=[C:5]([C:4]1[CH:7]=[CH:8][CH:9]=[C:2]([OH:1])[CH:3]=1)[NH2:6], predict the reactants needed to synthesize it. The reactants are: [OH:1][C:2]1[CH:3]=[C:4]([CH:7]=[CH:8][CH:9]=1)[C:5]#[N:6].[NH2:10][OH:11]. (9) Given the product [C:17]([O:21][C:22]([N:24]1[CH2:29][CH2:28][C:27]([C:9]2[S:8][C:7]3[CH:11]=[C:3]([O:2][CH3:1])[CH:4]=[CH:5][C:6]=3[CH:10]=2)([OH:30])[CH2:26][CH2:25]1)=[O:23])([CH3:20])([CH3:18])[CH3:19], predict the reactants needed to synthesize it. The reactants are: [CH3:1][O:2][C:3]1[CH:4]=[CH:5][C:6]2[CH:10]=[CH:9][S:8][C:7]=2[CH:11]=1.[Li]CCCC.[C:17]([O:21][C:22]([N:24]1[CH2:29][CH2:28][C:27](=[O:30])[CH2:26][CH2:25]1)=[O:23])([CH3:20])([CH3:19])[CH3:18]. (10) Given the product [O:21]=[C:20]1[C:4]2[C:5]3[C:6](=[C:7]([C:11]4[CH:12]=[CH:13][CH:14]=[CH:15][CH:16]=4)[NH:8][C:9]=3[CH:10]=[C:2]([NH:1][C:39]([C:30]3([NH:29][C:27](=[O:28])[O:26][C:23]([CH3:24])([CH3:22])[CH3:25])[C:38]4[C:33](=[CH:34][CH:35]=[CH:36][CH:37]=4)[CH2:32][CH2:31]3)=[O:40])[CH:3]=2)[CH:17]=[N:18][NH:19]1, predict the reactants needed to synthesize it. The reactants are: [NH2:1][C:2]1[CH:3]=[C:4]2[C:20](=[O:21])[NH:19][N:18]=[CH:17][C:6]3=[C:7]([C:11]4[CH:16]=[CH:15][CH:14]=[CH:13][CH:12]=4)[NH:8][C:9]([CH:10]=1)=[C:5]23.[CH3:22][C:23]([O:26][C:27]([NH:29][C:30]1([C:39](O)=[O:40])[C:38]2[C:33](=[CH:34][CH:35]=[CH:36][CH:37]=2)[CH2:32][CH2:31]1)=[O:28])([CH3:25])[CH3:24].C(N(CC)CC)C.F[P-](F)(F)(F)(F)F.N1(OC(N(C)C)=[N+](C)C)C2N=CC=CC=2N=N1.